From a dataset of Reaction yield outcomes from USPTO patents with 853,638 reactions. Predict the reaction yield, written as a fraction of the theoretical maximum amount of product (1.0 means a 100% yield; for example, 0.34 means a 34% yield). (1) The reactants are [N:1]([CH2:4][CH2:5][NH:6][C:7](=[O:21])[CH2:8][CH2:9][CH2:10][CH2:11][CH2:12][CH2:13][CH2:14][CH2:15][CH2:16]CCCC)=[N+:2]=[N-:3].C1(/C=C/CC(Cl)=O)C=CC=CC=1.N(CCN)=[N+]=[N-].C(N(CC)CC)C. The catalyst is ClCCl. The product is [N:1]([CH2:4][CH2:5][NH:6][C:7](=[O:21])[CH2:8]/[CH:9]=[CH:10]/[C:11]1[CH:12]=[CH:13][CH:14]=[CH:15][CH:16]=1)=[N+:2]=[N-:3]. The yield is 0.550. (2) The reactants are C[O:2][C:3](=[O:24])[C:4]1[CH:9]=[CH:8][C:7]([S:10][C:11]2[CH:16]=[CH:15][C:14]([CH2:17][N:18]3[CH2:23][CH2:22][O:21][CH2:20][CH2:19]3)=[CH:13][CH:12]=2)=[CH:6][CH:5]=1.Cl. The catalyst is O1CCOCC1. The product is [N:18]1([CH2:17][C:14]2[CH:15]=[CH:16][C:11]([S:10][C:7]3[CH:6]=[CH:5][C:4]([C:3]([OH:24])=[O:2])=[CH:9][CH:8]=3)=[CH:12][CH:13]=2)[CH2:23][CH2:22][O:21][CH2:20][CH2:19]1. The yield is 0.250. (3) The reactants are [F:1][C:2]([F:19])([F:18])[CH:3]([C:5]1[CH:10]=[CH:9][C:8]([C:11]2[CH:16]=[CH:15][CH:14]=[C:13]([F:17])[CH:12]=2)=[CH:7][CH:6]=1)[OH:4].[H-].[Na+].[NH2:22][C:23]1[N:28]=[C:27](Cl)[CH:26]=[C:25]([Cl:30])[N:24]=1.C(O)(C(F)(F)F)=O. The catalyst is C1COCC1. The product is [Cl:30][C:25]1[CH:26]=[C:27]([O:4][CH:3]([C:5]2[CH:10]=[CH:9][C:8]([C:11]3[CH:16]=[CH:15][CH:14]=[C:13]([F:17])[CH:12]=3)=[CH:7][CH:6]=2)[C:2]([F:1])([F:18])[F:19])[N:28]=[C:23]([NH2:22])[N:24]=1. The yield is 0.730. (4) The reactants are [C:1](=[S:3])=S.[NH2:4][CH2:5][C:6]1[CH:14]=[CH:13][C:9]([C:10]([OH:12])=[O:11])=[CH:8][CH:7]=1.C(N(CC)CC)C.II.Cl.S([O-])([O-])=O.[Na+].[Na+]. The catalyst is C(OCC)(=O)C.O1CCCC1.O. The product is [N:4]([CH2:5][C:6]1[CH:7]=[CH:8][C:9]([C:10]([OH:12])=[O:11])=[CH:13][CH:14]=1)=[C:1]=[S:3]. The yield is 1.09.